This data is from Reaction yield outcomes from USPTO patents with 853,638 reactions. The task is: Predict the reaction yield, written as a fraction of the theoretical maximum amount of product (1.0 means a 100% yield; for example, 0.34 means a 34% yield). (1) The reactants are [Cl:1][C:2]1[CH:7]=[CH:6][C:5]([S:8](Cl)(=[O:10])=[O:9])=[CH:4][CH:3]=1.[NH2:12][C:13]1([CH2:19][OH:20])[CH2:18][CH2:17][CH2:16][CH2:15][CH2:14]1.C(N(CC)CC)C. The catalyst is O1CCCC1. The product is [Cl:1][C:2]1[CH:7]=[CH:6][C:5]([S:8]([NH:12][C:13]2([CH2:19][OH:20])[CH2:18][CH2:17][CH2:16][CH2:15][CH2:14]2)(=[O:10])=[O:9])=[CH:4][CH:3]=1. The yield is 0.730. (2) The yield is 0.763. The catalyst is C(OCC)C. The reactants are [CH3:1][C:2]1[CH:7]=[C:6]([CH3:8])[CH:5]=[C:4]([CH3:9])[C:3]=1[S:10](Cl)(=[O:12])=[O:11].[OH:14][NH:15][C:16](=[O:22])[O:17][C:18]([CH3:21])([CH3:20])[CH3:19]. The product is [C:2]1([CH3:1])[CH:7]=[C:6]([CH3:8])[CH:5]=[C:4]([CH3:9])[C:3]=1[S:10]([O:14][NH:15][C:16](=[O:22])[O:17][C:18]([CH3:21])([CH3:20])[CH3:19])(=[O:11])=[O:12]. (3) The reactants are [C:1]([C:3]1[C:4]([NH2:10])=[N:5][C:6]([NH2:9])=[CH:7][CH:8]=1)#[CH:2].[C:11](Cl)(=[N:13][OH:14])[CH3:12].[N:16]1[CH:21]=[CH:20][CH:19]=[CH:18][C:17]=1[O:22][C:23]1[CH:28]=[CH:27][CH:26]=[CH:25][CH:24]=1.C(N(CC)CC)C. The yield is 0.140. The product is [N:16]1[CH:21]=[CH:20][CH:19]=[CH:18][C:17]=1[O:22][C:23]1[CH:24]=[CH:25][C:26]([CH2:12][C:11]2[CH:2]=[C:1]([C:3]3[C:4]([NH2:10])=[N:5][C:6]([NH2:9])=[CH:7][CH:8]=3)[O:14][N:13]=2)=[CH:27][CH:28]=1. The catalyst is O1CCCC1.